Dataset: Full USPTO retrosynthesis dataset with 1.9M reactions from patents (1976-2016). Task: Predict the reactants needed to synthesize the given product. (1) Given the product [CH2:8]([CH:2]1[C:3](=[O:6])[CH2:4][CH2:5][C:1]1=[O:7])[C:9]1[CH:14]=[CH:13][CH:12]=[CH:11][CH:10]=1, predict the reactants needed to synthesize it. The reactants are: [C:1]1(=[O:7])[CH2:5][CH2:4][C:3](=[O:6])[CH2:2]1.[CH2:8](Br)[C:9]1[CH:14]=[CH:13][CH:12]=[CH:11][CH:10]=1. (2) Given the product [Br:1][C:2]1[CH:3]=[C:4]([CH3:11])[C:5]([C:8]([O:10][CH3:12])=[O:9])=[N:6][CH:7]=1, predict the reactants needed to synthesize it. The reactants are: [Br:1][C:2]1[CH:3]=[C:4]([CH3:11])[C:5]([C:8]([OH:10])=[O:9])=[N:6][CH:7]=1.[C:12](=O)([O-])[O-].[K+].[K+].CI. (3) Given the product [ClH:48].[NH:34]1[CH2:35][CH2:36][CH2:37][C@H:33]1[C:31]1[NH:32][C:28]([C:25]2[CH:26]=[CH:27][C:22]([O:21][C:20]3[CH:45]=[CH:46][CH:47]=[C:18]([C:16]4[N:17]=[C:13]([C@@H:9]5[CH2:10][CH2:11][CH2:12][NH:8]5)[NH:14][CH:15]=4)[CH:19]=3)=[CH:23][CH:24]=2)=[CH:29][N:30]=1, predict the reactants needed to synthesize it. The reactants are: C(OC([N:8]1[CH2:12][CH2:11][CH2:10][C@H:9]1[C:13]1[NH:14][CH:15]=[C:16]([C:18]2[CH:19]=[C:20]([CH:45]=[CH:46][CH:47]=2)[O:21][C:22]2[CH:27]=[CH:26][C:25]([C:28]3[NH:32][C:31]([C@@H:33]4[CH2:37][CH2:36][CH2:35][N:34]4C(OC(C)(C)C)=O)=[N:30][CH:29]=3)=[CH:24][CH:23]=2)[N:17]=1)=O)(C)(C)C.[ClH:48]. (4) Given the product [Cl:10][CH2:11][C:12]1[N:8]=[C:7]([N:1]2[CH2:6][CH2:5][O:4][CH2:3][CH2:2]2)[S:9][CH:13]=1, predict the reactants needed to synthesize it. The reactants are: [N:1]1([C:7](=[S:9])[NH2:8])[CH2:6][CH2:5][O:4][CH2:3][CH2:2]1.[Cl:10][CH:11](Cl)[C:12](=O)[CH3:13]. (5) Given the product [F:8][C:4]1[CH:5]=[CH:6][CH:7]=[C:2]([F:1])[C:3]=1[N:9]1[C:14]2[N:15]=[C:16]([N:27]([CH3:36])[S:28]([CH3:31])(=[O:30])=[O:29])[N:17]=[C:18]([C:19]3[CH:24]=[CH:23][C:22]([F:25])=[CH:21][C:20]=3[CH3:26])[C:13]=2[CH:12]=[CH:11][C:10]1=[O:32], predict the reactants needed to synthesize it. The reactants are: [F:1][C:2]1[CH:7]=[CH:6][CH:5]=[C:4]([F:8])[C:3]=1[N:9]1[C:14]2[N:15]=[C:16]([NH:27][S:28]([CH3:31])(=[O:30])=[O:29])[N:17]=[C:18]([C:19]3[CH:24]=[CH:23][C:22]([F:25])=[CH:21][C:20]=3[CH3:26])[C:13]=2[CH:12]=[CH:11][C:10]1=[O:32].[H-].[Na+].I[CH3:36].[NH4+].[Cl-]. (6) Given the product [NH2:29][C@@H:28]([CH2:30][O:46][C:40]1[CH:41]=[CH:42][CH:43]=[CH:44][C:39]=1[F:38])[CH2:27][O:26][C:22]1[CH:21]=[C:20]([C:4]2[CH:5]=[C:6]3[C:11](=[C:2]([NH2:1])[N:3]=2)[CH:10]=[N:9][C:8]2[CH:12]=[C:13]([O:18][CH3:19])[C:14]([O:16][CH3:17])=[CH:15][C:7]3=2)[CH:25]=[N:24][CH:23]=1, predict the reactants needed to synthesize it. The reactants are: [NH2:1][C:2]1[N:3]=[C:4]([C:20]2[CH:21]=[C:22]([O:26][CH2:27][CH:28]3[CH2:30][N@@:29]3C(OC(C)(C)C)=O)[CH:23]=[N:24][CH:25]=2)[CH:5]=[C:6]2[C:11]=1[CH:10]=[N:9][C:8]1[CH:12]=[C:13]([O:18][CH3:19])[C:14]([O:16][CH3:17])=[CH:15][C:7]2=1.[F:38][C:39]1[CH:44]=[C:43](F)[CH:42]=[CH:41][C:40]=1[OH:46].C(=O)([O-])[O-].[Cs+].[Cs+].